This data is from Full USPTO retrosynthesis dataset with 1.9M reactions from patents (1976-2016). The task is: Predict the reactants needed to synthesize the given product. (1) Given the product [Cl:9][C:10]1[CH:15]=[C:14]([CH3:16])[C:13]([CH:17]2[CH2:22][CH2:21][CH2:20][N:19]([C:36]([C:35]3[CH:39]=[CH:40][N:41]=[C:33]([N:32]([CH3:42])[CH3:31])[CH:34]=3)=[O:37])[CH2:18]2)=[C:12]([CH3:23])[CH:11]=1, predict the reactants needed to synthesize it. The reactants are: CCCP(O)(O)=O.Cl.[Cl:9][C:10]1[CH:15]=[C:14]([CH3:16])[C:13]([CH:17]2[CH2:22][CH2:21][CH2:20][NH:19][CH2:18]2)=[C:12]([CH3:23])[CH:11]=1.C(N(CC)CC)C.[CH3:31][N:32]([CH3:42])[C:33]1[CH:34]=[C:35]([CH:39]=[CH:40][N:41]=1)[C:36](O)=[O:37]. (2) Given the product [C:43]([O:42][C:40](=[O:41])[CH2:39][CH2:38][N:37]([C:35]([O:34][C:30]([CH3:33])([CH3:32])[CH3:31])=[O:36])[CH2:47][C:48]([N:8]1[C:9]2[C:5](=[C:4]([O:3][CH3:2])[C:12]([O:13][CH2:14][C:15]3[S:16][C:17]([C:26]([F:27])([F:29])[F:28])=[C:18]([C:20]4[CH:25]=[CH:24][CH:23]=[CH:22][CH:21]=4)[CH:19]=3)=[CH:11][CH:10]=2)[CH2:6][CH2:7]1)=[O:49])([CH3:45])([CH3:46])[CH3:44], predict the reactants needed to synthesize it. The reactants are: Cl.[CH3:2][O:3][C:4]1[C:12]([O:13][CH2:14][C:15]2[S:16][C:17]([C:26]([F:29])([F:28])[F:27])=[C:18]([C:20]3[CH:25]=[CH:24][CH:23]=[CH:22][CH:21]=3)[CH:19]=2)=[CH:11][CH:10]=[C:9]2[C:5]=1[CH2:6][CH2:7][NH:8]2.[C:30]([O:34][C:35]([N:37]([CH2:47][C:48](O)=[O:49])[CH2:38][CH2:39][C:40]([O:42][C:43]([CH3:46])([CH3:45])[CH3:44])=[O:41])=[O:36])([CH3:33])([CH3:32])[CH3:31].CCN=C=NCCCN(C)C.Cl.C1C=CC2N(O)N=NC=2C=1. (3) Given the product [Br:20][CH2:7][C:6]1[S:5][C:4]([C:9]2[CH:14]=[CH:13][CH:12]=[C:11]([C:15]([F:18])([F:17])[F:16])[CH:10]=2)=[N:3][C:2]=1[CH3:1], predict the reactants needed to synthesize it. The reactants are: [CH3:1][C:2]1[N:3]=[C:4]([C:9]2[CH:14]=[CH:13][CH:12]=[C:11]([C:15]([F:18])([F:17])[F:16])[CH:10]=2)[S:5][C:6]=1[CH2:7]O.C(Br)(Br)(Br)[Br:20].C1(P(C2C=CC=CC=2)C2C=CC=CC=2)C=CC=CC=1. (4) Given the product [F:17][C:15]1[CH:16]=[C:11]([CH2:10][C@@H:9]([C:19]2[C:24]([C:25]3[CH:26]=[CH:27][C:28]([F:34])=[C:29]([CH:33]=3)[C:30]([NH2:32])=[O:31])=[CH:23][CH:22]=[CH:21][N:20]=2)[NH:8][C:48](=[O:49])[CH2:47][N:40]2[C:41]([C:43]([F:45])([F:44])[F:46])=[CH:42][C:38]([CH:35]([CH3:36])[CH3:37])=[N:39]2)[CH:12]=[C:13]([F:18])[CH:14]=1, predict the reactants needed to synthesize it. The reactants are: FC(F)(F)C(O)=O.[NH2:8][C@H:9]([C:19]1[C:24]([C:25]2[CH:26]=[CH:27][C:28]([F:34])=[C:29]([CH:33]=2)[C:30]([NH2:32])=[O:31])=[CH:23][CH:22]=[CH:21][N:20]=1)[CH2:10][C:11]1[CH:16]=[C:15]([F:17])[CH:14]=[C:13]([F:18])[CH:12]=1.[CH:35]([C:38]1[CH:42]=[C:41]([C:43]([F:46])([F:45])[F:44])[N:40]([CH2:47][C:48](O)=[O:49])[N:39]=1)([CH3:37])[CH3:36]. (5) The reactants are: [CH3:1][C:2]1[C:7]([N+:8]([O-:10])=[O:9])=[CH:6][CH:5]=[C:4]([O:11][CH:12]2[CH2:16][CH2:15][NH:14][CH2:13]2)[N:3]=1.C(N(CC)CC)C.[C:24](Cl)(=[O:27])[CH2:25][CH3:26].O. Given the product [CH3:1][C:2]1[C:7]([N+:8]([O-:10])=[O:9])=[CH:6][CH:5]=[C:4]([O:11][CH:12]2[CH2:16][CH2:15][N:14]([C:24](=[O:27])[CH2:25][CH3:26])[CH2:13]2)[N:3]=1, predict the reactants needed to synthesize it.